This data is from M1 muscarinic receptor antagonist screen with 61,756 compounds. The task is: Binary Classification. Given a drug SMILES string, predict its activity (active/inactive) in a high-throughput screening assay against a specified biological target. (1) The molecule is s1c(c(c2c1ncnc2SCc1occc1)C)C. The result is 0 (inactive). (2) The drug is O(c1c(OC)cc(cc1OC)/C=N\n1c(nnc1C)C)C. The result is 0 (inactive). (3) The drug is o1c(CNc2n3nc(cc3nc(c2)C)c2ccc(cc2)C)ccc1. The result is 0 (inactive). (4) The drug is O(C(C)(C)C)C(=O)NC(Cc1c2c([nH]c1)cccc2)C(=O)NCC(OC)=O. The result is 0 (inactive). (5) The drug is O1CCN(Cc2c3c(ccc2OCC(=O)N2CCc4c2cccc4)cccc3)CC1. The result is 1 (active). (6) The molecule is O1c2c(OC1)ccc(c2)C=1OC(=O)C(/N1)=C/N(C)C. The result is 0 (inactive). (7) The drug is O1CCN(CC1)c1c(NC(=O)CCC)cc(cc1)c1nnc(OC)c2c1cccc2. The result is 0 (inactive).